Dataset: Reaction yield outcomes from USPTO patents with 853,638 reactions. Task: Predict the reaction yield, written as a fraction of the theoretical maximum amount of product (1.0 means a 100% yield; for example, 0.34 means a 34% yield). (1) The reactants are [F:1][C:2]1[CH:7]=[CH:6][CH:5]=[C:4]([F:8])[C:3]=1[N:9]1[C:14]2[N:15]=[C:16]([S:29][CH3:30])[N:17]=[C:18]([C:19]3[CH:20]=[C:21]([CH:25]=[CH:26][C:27]=3[CH3:28])[C:22](O)=[O:23])[C:13]=2[CH2:12][NH:11][C:10]1=[O:31].[CH:32]([NH2:35])([CH3:34])[CH3:33].CN(C(ON1N=NC2C=CC=NC1=2)=[N+](C)C)C.F[P-](F)(F)(F)(F)F.C(N(C(C)C)CC)(C)C. The catalyst is C(Cl)Cl.O. The product is [F:1][C:2]1[CH:7]=[CH:6][CH:5]=[C:4]([F:8])[C:3]=1[N:9]1[C:14]2[N:15]=[C:16]([S:29][CH3:30])[N:17]=[C:18]([C:19]3[CH:20]=[C:21]([CH:25]=[CH:26][C:27]=3[CH3:28])[C:22]([NH:35][CH:32]([CH3:34])[CH3:33])=[O:23])[C:13]=2[CH2:12][NH:11][C:10]1=[O:31]. The yield is 0.970. (2) The reactants are [F:1][C:2]1[C:3]([NH2:17])=[N:4][C:5]([O:8][CH2:9][C:10]2[CH:15]=[CH:14][C:13]([F:16])=[CH:12][CH:11]=2)=[N:6][CH:7]=1.[C:18](=[O:21])(O)[O-].[Na+].[C:23](Cl)(Cl)=[S:24].[CH:27](Cl)(Cl)Cl. The catalyst is O. The product is [F:1][C:2]1[C:3]([NH:17][C:23](=[S:24])[O:21][CH2:18][CH3:27])=[N:4][C:5]([O:8][CH2:9][C:10]2[CH:11]=[CH:12][C:13]([F:16])=[CH:14][CH:15]=2)=[N:6][CH:7]=1. The yield is 0.110. (3) The reactants are [Cl:1][C:2]1[CH:23]=[CH:22][CH:21]=[C:20]([Cl:24])[C:3]=1[C:4]([NH:6][C:7]1[C:8]([CH2:18][OH:19])=[N:9][N:10]([CH:12]2[CH2:17][CH2:16][CH2:15][CH2:14][O:13]2)[CH:11]=1)=[O:5]. The catalyst is CC(C)=O.O=[Mn]=O. The product is [Cl:1][C:2]1[CH:23]=[CH:22][CH:21]=[C:20]([Cl:24])[C:3]=1[C:4]([NH:6][C:7]1[C:8]([CH:18]=[O:19])=[N:9][N:10]([CH:12]2[CH2:17][CH2:16][CH2:15][CH2:14][O:13]2)[CH:11]=1)=[O:5]. The yield is 0.830.